Dataset: Forward reaction prediction with 1.9M reactions from USPTO patents (1976-2016). Task: Predict the product of the given reaction. Given the reactants [NH2:1][NH:2][C:3]([C:5]1[CH:10]=[CH:9][CH:8]=[CH:7][N:6]=1)=[NH:4].[Br:11][C:12]1[CH:19]=[CH:18][C:15]([CH:16]=O)=[CH:14][CH:13]=1, predict the reaction product. The product is: [Br:11][C:12]1[CH:19]=[CH:18][C:15]([C:16]2[NH:1][N:2]=[C:3]([C:5]3[CH:10]=[CH:9][CH:8]=[CH:7][N:6]=3)[N:4]=2)=[CH:14][CH:13]=1.